Dataset: Antibody developability classification from SAbDab with 2,409 antibodies. Task: Regression/Classification. Given an antibody's heavy chain and light chain sequences, predict its developability. TAP uses regression for 5 developability metrics; SAbDab uses binary classification. (1) The antibody is ['EVQLQESGPSLVKPSQTLSLTCSVTGDSITSGYWNWIRKFPGNKLEYMGYISYSGSTYYNLSLRSRISITRDTSKNQYYLQLNSVTTEDTATYYCALITTTTYAMDYWGQGTSVTVSS', 'NIVLTQSPVSLAVSLGQRATISCRASESVDGYGNSFLHWFQQKPGQPPKLLIYLASNLNSGVPARFSGSGSRTDFTLTIDPVEADDAATYYCQQNNVDPWTFGGGTKLEIK']. Result: 0 (not developable). (2) The antibody is ['EVQLVESGAEVKKPGSSVKVSCKASGGPFRSYAISWVRQAPGQGPEWMGGIIPIFGTTKYAPKFQGRVTITADDFAGTVYMELSSLRSEDTAMYYCAKHMGYQVRETMDVWGKGTTVTVSS', 'QSVLTQPPSVSAAPGQKVTISCSGSSSNIGNDYVSWYQQLPGTAPKLLIYDNNKRPSGIPDRFSGSKSGTSATLGITGLQTGDEANYYCATWDRRPTAYVVFGGGTKLTVL']. Result: 0 (not developable). (3) The antibody is ['DVQLQESGPGLVKPSQSQSLTCTVTGYSITSDYAWNWIRQFPGNKLEWMGYMSYSGSTRYNPSLRSRISITRDTSKNQFFLQLKSVTTEDTATYFCARGWPLAYWGQGTQVSVSE', 'QIVLTQSPAIMSASPGEKVTMTCSASSSVYYMYWYQQKPGSSPRLLIYDTSNLASGVPVRFSGSGSGTSYSLTISRMEAEDAATYYCQQWSSYPPITFGVGTKLELK']. Result: 0 (not developable). (4) The antibody is ['EVQLQESGPSLVKPSQTLSLTCSVTGEPITSGFWDWIRKFPGNKLEFMGYIRYGGGTYYNPSLKSPISITRDTSKNHYYLQLNSVVTEDTATYYCARSRDYYGSSGFAFWGEGTLVTVSA', 'DIQMSQSSSSFSVSLGDRVTITCKASEDIYSRLAWYQQKPGNAPRLLISGATSLETWVPSRFSGSDSGKDYTLSITSLQTEDVATYFCQQYWSPPPTFGGGTKLEIK']. Result: 0 (not developable). (5) The antibody is ['EVILVESGGGLVKPGGSLKLSCAASGFTFSSYTMSWVRQTPEKRLEWVATISSGGGNTYYPDSVKGRFTISRDNAKNNLYLQMSSLRSEDTALYYCARYYRYEAWFASWGQGTLVTVSA', 'DVLMTQTPVSLSVSLGDQASISCRSSQSIVHSTGNTYLEWYLQKPGQSPKLLIYKISNRFSGVPDRFSGSGSGTDFTLKISRVEAEDLGVYYCFQASHAPRTFGGGTKLEIK']. Result: 0 (not developable). (6) The antibody is ['1tjg', 'PROT_09A57F9F']. Result: 0 (not developable). (7) The antibody is ['EVQLQQSGAELMKPGASVKISCKATGYTFSSYWIEWVKQRPGHGLEWIGEILPGSGDTIFNEKFKGKATFTADTSSNTAYMQLSSLTSEDSAVYYCARWVLDYYGMDYWGQGTSLTVSS', 'DAVVTQESALTTSPGETVTLTCRSSTGAVTTSNYANWVQEKPDHLFTGLIGGTNNRAPGVPARFSGSLIGDKAALTITGAQTEDEAIYFCALWSNNKLVFGGGTKLTVL']. Result: 0 (not developable).